This data is from Catalyst prediction with 721,799 reactions and 888 catalyst types from USPTO. The task is: Predict which catalyst facilitates the given reaction. Reactant: C(OC([N:8]1[CH2:12][CH2:11][CH:10]([O:13][C:14]([C:16]2[CH:33]=[C:32]3[C:19]([S:20](=[O:36])(=[O:35])[NH:21][C:22]4[C:31]3=[CH:30][C:29]([Cl:34])=[C:28]3[C:23]=4[N:24]=[CH:25][CH:26]=[CH:27]3)=[CH:18][CH:17]=2)=[O:15])[CH2:9]1)=O)(C)(C)C.Cl. Product: [NH:8]1[CH2:12][CH2:11][CH:10]([O:13][C:14]([C:16]2[CH:33]=[C:32]3[C:19]([S:20](=[O:35])(=[O:36])[NH:21][C:22]4[C:31]3=[CH:30][C:29]([Cl:34])=[C:28]3[C:23]=4[N:24]=[CH:25][CH:26]=[CH:27]3)=[CH:18][CH:17]=2)=[O:15])[CH2:9]1. The catalyst class is: 12.